From a dataset of Full USPTO retrosynthesis dataset with 1.9M reactions from patents (1976-2016). Predict the reactants needed to synthesize the given product. Given the product [Cl:33][C:30]1[CH:29]=[CH:28][C:27]([CH2:26][C:14]2[C:11]3[C:12](=[O:13])[N:7]([CH2:6][CH2:5][CH2:4][OH:3])[C:8](=[O:35])[N:9]([CH3:34])[C:10]=3[N:17]=[CH:16][C:15]=2[O:18][C:19]2[CH:20]=[N:21][CH:22]=[C:23]([F:25])[CH:24]=2)=[CH:32][CH:31]=1, predict the reactants needed to synthesize it. The reactants are: C([O:3][CH2:4][CH2:5][CH2:6][N:7]1[C:12](=[O:13])[C:11]2[C:14]([CH2:26][C:27]3[CH:32]=[CH:31][C:30]([Cl:33])=[CH:29][CH:28]=3)=[C:15]([O:18][C:19]3[CH:20]=[N:21][CH:22]=[C:23]([F:25])[CH:24]=3)[CH:16]=[N:17][C:10]=2[N:9]([CH3:34])[C:8]1=[O:35])=O.O[Li].O.